Predict the reaction yield, written as a fraction of the theoretical maximum amount of product (1.0 means a 100% yield; for example, 0.34 means a 34% yield). From a dataset of Reaction yield outcomes from USPTO patents with 853,638 reactions. (1) The reactants are C[O:2][C:3]([C:5]1[CH:6]=[C:7]([NH:11][C:12]2[N:17]=[C:16]([NH:18][C:19]3[CH:24]=[CH:23][CH:22]=[C:21]([C:25]([O:27]C)=[O:26])[CH:20]=3)[C:15]([F:29])=[CH:14][N:13]=2)[CH:8]=[CH:9][CH:10]=1)=[O:4].[OH-].[Na+]. The catalyst is C1COCC1.O.C(OCC)(=O)C. The product is [C:3]([C:5]1[CH:6]=[C:7]([NH:11][C:12]2[N:17]=[C:16]([NH:18][C:19]3[CH:24]=[CH:23][CH:22]=[C:21]([C:25]([OH:27])=[O:26])[CH:20]=3)[C:15]([F:29])=[CH:14][N:13]=2)[CH:8]=[CH:9][CH:10]=1)([OH:4])=[O:2]. The yield is 0.580. (2) The reactants are C([O:7][CH2:8][C:9]([F:15])([F:14])[S:10]([O-:13])(=[O:12])=[O:11])(=O)C(C)(C)C.[C:16]1([S+:22]([C:29]2[CH:34]=[CH:33][CH:32]=[CH:31][CH:30]=2)[C:23]2[CH:28]=[CH:27][CH:26]=[CH:25][CH:24]=2)[CH:21]=[CH:20][CH:19]=[CH:18][CH:17]=1.[OH-].[Na+].Cl. The catalyst is CO. The product is [F:14][C:9]([F:15])([S:10]([O-:13])(=[O:12])=[O:11])[CH2:8][OH:7].[C:29]1([S+:22]([C:16]2[CH:17]=[CH:18][CH:19]=[CH:20][CH:21]=2)[C:23]2[CH:28]=[CH:27][CH:26]=[CH:25][CH:24]=2)[CH:30]=[CH:31][CH:32]=[CH:33][CH:34]=1. The yield is 0.780. (3) The reactants are [C:1]([NH:4][NH2:5])(N)=[NH:2].Cl.[CH:7]1([C:10]2[C:19]3[C:14](=[CH:15][CH:16]=[CH:17][CH:18]=3)[C:13]([N:20]=[C:21]=[S:22])=[CH:12][CH:11]=2)[CH2:9][CH2:8]1.C(N(C(C)C)CC)(C)C. The catalyst is CN(C=O)C. The product is [NH2:2][C:1]1[N:20]([C:13]2[C:14]3[C:19](=[CH:18][CH:17]=[CH:16][CH:15]=3)[C:10]([CH:7]3[CH2:9][CH2:8]3)=[CH:11][CH:12]=2)[C:21]([SH:22])=[N:5][N:4]=1. The yield is 0.490.